Dataset: Full USPTO retrosynthesis dataset with 1.9M reactions from patents (1976-2016). Task: Predict the reactants needed to synthesize the given product. (1) Given the product [C:10]1([C:8]2[S:7][CH:6]=[C:5]([CH2:3][OH:2])[CH:9]=2)[CH:15]=[CH:14][CH:13]=[CH:12][CH:11]=1, predict the reactants needed to synthesize it. The reactants are: C[O:2][C:3]([C:5]1[CH:9]=[C:8]([C:10]2[CH:15]=[CH:14][CH:13]=[CH:12][CH:11]=2)[S:7][CH:6]=1)=O. (2) Given the product [CH2:1]([O:3][C:4]([N:6]1[C:15]2[C:10](=[N:11][C:12]([O:16][CH3:17])=[CH:13][CH:14]=2)[C@@H:9]([NH:18][C:19]2[N:24]=[C:23]([CH2:25][C:26]3[CH:27]=[C:28]([C:36]([F:37])([F:38])[F:39])[CH:29]=[C:30]([C:32]([F:35])([F:33])[F:34])[CH:31]=3)[C:22]([CH2:40][O:41][CH3:48])=[CH:21][N:20]=2)[CH2:8][C@H:7]1[CH2:42][CH3:43])=[O:5])[CH3:2], predict the reactants needed to synthesize it. The reactants are: [CH2:1]([O:3][C:4]([N:6]1[C:15]2[C:10](=[N:11][C:12]([O:16][CH3:17])=[CH:13][CH:14]=2)[C@@H:9]([NH:18][C:19]2[N:24]=[C:23]([CH2:25][C:26]3[CH:31]=[C:30]([C:32]([F:35])([F:34])[F:33])[CH:29]=[C:28]([C:36]([F:39])([F:38])[F:37])[CH:27]=3)[C:22]([CH2:40][OH:41])=[CH:21][N:20]=2)[CH2:8][C@H:7]1[CH2:42][CH3:43])=[O:5])[CH3:2].[H-].[Na+].CI.[C:48](=O)([O-])O.[Na+]. (3) Given the product [C:1]([C:3]1[CH:11]=[CH:10][C:9]([O:26][CH:20]([CH3:21])[CH3:19])=[C:5]([CH:4]=1)[C:6]([OH:8])=[O:7])#[N:2], predict the reactants needed to synthesize it. The reactants are: [C:1]([C:3]1[CH:4]=[C:5]([CH:9]=[C:10](OC(C)C)[CH:11]=1)[C:6]([OH:8])=[O:7])#[N:2].BrC1C=[CH:19][C:20]([OH:26])=[C:21](C=1)C(O)=O. (4) Given the product [CH2:16]([O:24][C:25]([C@:27]1([NH:32][C:9]([O:11][C:12]([CH3:13])([CH3:14])[CH3:15])=[O:10])[CH2:31][CH2:30][O:29][CH2:28]1)=[O:26])[CH2:17][C:18]1[CH:19]=[CH:20][CH:21]=[CH:22][CH:23]=1, predict the reactants needed to synthesize it. The reactants are: [C:12]([O:11][C:9](O[C:9]([O:11][C:12]([CH3:15])([CH3:14])[CH3:13])=[O:10])=[O:10])([CH3:15])([CH3:14])[CH3:13].[CH2:16]([O:24][C:25]([C@:27]1([NH2:32])[CH2:31][CH2:30][O:29][CH2:28]1)=[O:26])[CH2:17][C:18]1[CH:23]=[CH:22][CH:21]=[CH:20][CH:19]=1.CN(C1C=CC=CN=1)C. (5) Given the product [CH2:25]([N:12]1[C:11]2[CH:10]=[CH:9][C:8]([CH:16]=[O:17])=[CH:7][C:6]=2[C:5]2[C:13]1=[CH:14][CH:15]=[C:3]([O:2][CH3:1])[CH:4]=2)[CH3:26], predict the reactants needed to synthesize it. The reactants are: [CH3:1][O:2][C:3]1[CH:4]=[C:5]2[C:13](=[CH:14][CH:15]=1)[NH:12][C:11]1[CH:10]=[CH:9][C:8]([CH:16]=[O:17])=[CH:7][C:6]2=1.C(=O)([O-])[O-].[Cs+].[Cs+].I[CH2:25][CH3:26]. (6) The reactants are: Cl.[CH3:2][NH:3][C@@H:4]([CH2:9][CH2:10][CH:11]=[CH2:12])[C:5]([O:7][CH3:8])=[O:6].[F:13][C:14]([F:22])([F:21])[CH2:15][CH2:16][S:17](Cl)(=[O:19])=[O:18]. Given the product [F:13][C:14]([F:22])([F:21])[CH2:15][CH2:16][S:17]([N:3]([C@@H:4]([CH2:9][CH2:10][CH:11]=[CH2:12])[C:5]([O:7][CH3:8])=[O:6])[CH3:2])(=[O:19])=[O:18], predict the reactants needed to synthesize it.